This data is from Catalyst prediction with 721,799 reactions and 888 catalyst types from USPTO. The task is: Predict which catalyst facilitates the given reaction. (1) Reactant: [C:1]([N:4]1[C@@H:10]([CH3:11])[C@H:9]([NH:12][C:13](=[O:25])[C@@H:14]([N:16]([CH3:24])[C:17](=[O:23])[O:18][C:19]([CH3:22])([CH3:21])[CH3:20])[CH3:15])[C:8](=[O:26])[NH:7][C:6]2[CH:27]=[CH:28][CH:29]=[CH:30][C:5]1=2)(=[O:3])[CH3:2].Br[CH2:32][C:33]1[C:41]2[C:36](=[CH:37][CH:38]=[CH:39][CH:40]=2)[N:35]([C:42]2[CH:49]=[CH:48][CH:47]=[CH:46][C:43]=2[C:44]#[N:45])[N:34]=1.C(=O)([O-])[O-].[Cs+].[Cs+].[I-].[Na+]. Product: [C:1]([N:4]1[C@@H:10]([CH3:11])[C@H:9]([NH:12][C:13](=[O:25])[C@@H:14]([N:16]([CH3:24])[C:17](=[O:23])[O:18][C:19]([CH3:22])([CH3:21])[CH3:20])[CH3:15])[C:8](=[O:26])[N:7]([CH2:32][C:33]2[C:41]3[C:36](=[CH:37][CH:38]=[CH:39][CH:40]=3)[N:35]([C:42]3[CH:49]=[CH:48][CH:47]=[CH:46][C:43]=3[C:44]#[N:45])[N:34]=2)[C:6]2[CH:27]=[CH:28][CH:29]=[CH:30][C:5]1=2)(=[O:3])[CH3:2]. The catalyst class is: 31. (2) Reactant: C1(N=C=NC2CCCCC2)CCCCC1.[C:16]([NH:23][C@H:24]([C:28]([OH:30])=[O:29])[CH:25]([CH3:27])[CH3:26])([O:18][C:19]([CH3:22])([CH3:21])[CH3:20])=[O:17].[C:31]([C:34]([CH3:71])([CH3:70])[CH2:35][NH:36][C:37](=[O:69])[C@H:38]([CH:66]([CH3:68])[CH3:67])[CH2:39][C@H:40](O)[C@@H:41]([N:62]=[N+:63]=[N-:64])[CH2:42][C@H:43]([CH2:47][C:48]1[CH:53]=[CH:52][C:51]([O:54][CH3:55])=[C:50]([O:56][CH2:57][CH2:58][CH2:59][O:60][CH3:61])[CH:49]=1)[CH:44]([CH3:46])[CH3:45])(=[O:33])[NH2:32].C([O-])(O)=O.[Na+]. Product: [N:62]([C@@H:41]([CH2:42][C@H:43]([CH2:47][C:48]1[CH:53]=[CH:52][C:51]([O:54][CH3:55])=[C:50]([O:56][CH2:57][CH2:58][CH2:59][O:60][CH3:61])[CH:49]=1)[CH:44]([CH3:45])[CH3:46])[C@@H:40]([O:29][C:28](=[O:30])[C@@H:24]([NH:23][C:16]([O:18][C:19]([CH3:20])([CH3:22])[CH3:21])=[O:17])[CH:25]([CH3:26])[CH3:27])[CH2:39][C@H:38]([C:37](=[O:69])[NH:36][CH2:35][C:34]([C:31](=[O:33])[NH2:32])([CH3:70])[CH3:71])[CH:66]([CH3:67])[CH3:68])=[N+:63]=[N-:64]. The catalyst class is: 143. (3) Product: [N:1]1[CH:6]=[CH:5][CH:4]=[N:3][C:2]=1[NH:7][C:15](=[O:16])[O:17][CH2:18][C:19]([Cl:22])([Cl:21])[Cl:20]. Reactant: [N:1]1[CH:6]=[CH:5][CH:4]=[N:3][C:2]=1[NH2:7].N1C=CC=CC=1.Cl[C:15]([O:17][CH2:18][C:19]([Cl:22])([Cl:21])[Cl:20])=[O:16]. The catalyst class is: 80. (4) Reactant: [N:1]([CH2:4][CH2:5][C:6]1[N:7]=[CH:8][C:9]2[C:14]([CH:15]=1)=[CH:13][CH:12]=[CH:11][CH:10]=2)=[N+]=[N-].C1(P(C2C=CC=CC=2)C2C=CC=CC=2)C=CC=CC=1.O. Product: [NH2:1][CH2:4][CH2:5][C:6]1[N:7]=[CH:8][C:9]2[C:14]([CH:15]=1)=[CH:13][CH:12]=[CH:11][CH:10]=2. The catalyst class is: 7. (5) Reactant: Br[C:2]1[N:7]=[N:6][C:5]([NH2:8])=[N:4][CH:3]=1.[F:9][C:10]1[CH:17]=[C:16](B2OC(C)(C)C(C)(C)O2)[CH:15]=[CH:14][C:11]=1[C:12]#[N:13].C(=O)([O-])[O-].[K+].[K+].ClCCl.[OH-].[Na+]. Product: [NH2:8][C:5]1[N:6]=[N:7][C:2]([C:16]2[CH:15]=[CH:14][C:11]([C:12]#[N:13])=[C:10]([F:9])[CH:17]=2)=[CH:3][N:4]=1. The catalyst class is: 38.